Dataset: Forward reaction prediction with 1.9M reactions from USPTO patents (1976-2016). Task: Predict the product of the given reaction. Given the reactants C([O:5][C:6]([C:8]1[CH:13]=[CH:12][C:11](CP(=O)O)=[CH:10][CH:9]=1)=[O:7])(C)(C)C.[CH2:18]([O:20][P:21]([C:24]1[CH:36]=[CH:35][C:27](C(OC(C)(C)C)=O)=[CH:26][CH:25]=1)(C)=[O:22])C.[OH-].[K+].Cl, predict the reaction product. The product is: [CH3:18][O:20][P:21]([C:11]1[CH:10]=[CH:9][C:8]([C:6]([OH:5])=[O:7])=[CH:13][CH:12]=1)([C:24]1[CH:36]=[CH:35][CH:27]=[CH:26][CH:25]=1)=[O:22].